From a dataset of Reaction yield outcomes from USPTO patents with 853,638 reactions. Predict the reaction yield, written as a fraction of the theoretical maximum amount of product (1.0 means a 100% yield; for example, 0.34 means a 34% yield). (1) The reactants are [O:1]1[CH2:5][CH2:4][O:3][CH:2]1[C:6]1[CH:11]=[CH:10][C:9]([OH:12])=[C:8](OC)[CH:7]=1.Cl[C:16]1[N:17]=[CH:18][C:19]([C:22]#[N:23])=[N:20][CH:21]=1.[C:24]([O-])([O-])=O.[K+].[K+]. The catalyst is CN(C=O)C.ClCCl. The product is [O:3]1[CH2:4][CH2:5][O:1][CH:2]1[C:6]1[CH:11]=[CH:10][C:9]([O:12][C:16]2[N:17]=[CH:18][C:19]([C:22]#[N:23])=[N:20][CH:21]=2)=[C:8]([CH3:24])[CH:7]=1. The yield is 0.956. (2) The reactants are Cl[C:2]1[C:7]([C:8]([F:11])([F:10])[F:9])=[CH:6][N:5]=[C:4]([NH:12][C:13]2[CH:18]=[CH:17][C:16]([P:19]([CH3:22])([CH3:21])=[O:20])=[CH:15][CH:14]=2)[N:3]=1.C(N(CC)CC)C.[NH2:30][N:31]1[CH2:36][CH2:35][O:34][CH2:33][CH2:32]1. The catalyst is C(O)C. The product is [CH3:21][P:19]([C:16]1[CH:17]=[CH:18][C:13]([NH:12][C:4]2[N:3]=[C:2]([NH:30][N:31]3[CH2:36][CH2:35][O:34][CH2:33][CH2:32]3)[C:7]([C:8]([F:11])([F:10])[F:9])=[CH:6][N:5]=2)=[CH:14][CH:15]=1)([CH3:22])=[O:20]. The yield is 0.120.